From a dataset of Forward reaction prediction with 1.9M reactions from USPTO patents (1976-2016). Predict the product of the given reaction. (1) Given the reactants [CH:1]1[C:12]2=[C:13]3[CH:8]([CH2:9][CH2:10][CH2:11]2)[CH2:7][CH2:6][CH2:5][C:4]3=[CH:3][C:2]=1[NH:14][C:15]([C:17]1[S:21][C:20]([C:22]([O:24]C)=[O:23])=[CH:19][CH:18]=1)=[O:16].[OH-].[Na+].Cl, predict the reaction product. The product is: [CH:1]1[C:12]2=[C:13]3[CH:8]([CH2:9][CH2:10][CH2:11]2)[CH2:7][CH2:6][CH2:5][C:4]3=[CH:3][C:2]=1[NH:14][C:15]([C:17]1[S:21][C:20]([C:22]([OH:24])=[O:23])=[CH:19][CH:18]=1)=[O:16]. (2) Given the reactants [I:1][C:2]1[CH:3]=[C:4]2[C:8](=[CH:9][CH:10]=1)[CH2:7][NH:6][CH2:5]2.[C:11](O[C:11]([O:13][C:14]([CH3:17])([CH3:16])[CH3:15])=[O:12])([O:13][C:14]([CH3:17])([CH3:16])[CH3:15])=[O:12], predict the reaction product. The product is: [C:14]([O:13][C:11]([N:6]1[CH2:5][C:4]2[C:8](=[CH:9][CH:10]=[C:2]([I:1])[CH:3]=2)[CH2:7]1)=[O:12])([CH3:17])([CH3:16])[CH3:15]. (3) Given the reactants O=[C:2]1[CH2:8][CH2:7][CH2:6][N:5]([C:9]([O:11][CH2:12][CH3:13])=[O:10])[CH2:4][CH2:3]1.Cl.[CH3:15][N:16]1[CH:20]=[CH:19][N:18]=[C:17]1[CH:21]1[CH2:26][CH2:25][NH:24][CH2:23][CH2:22]1.C(O)(=O)C.C(O[BH-](OC(=O)C)OC(=O)C)(=O)C.[Na+], predict the reaction product. The product is: [NH3:5].[CH3:15][N:16]1[CH:20]=[CH:19][N:18]=[C:17]1[CH:21]1[CH2:26][CH2:25][N:24]([CH:2]2[CH2:8][CH2:7][CH2:6][N:5]([C:9]([O:11][CH2:12][CH3:13])=[O:10])[CH2:4][CH2:3]2)[CH2:23][CH2:22]1. (4) Given the reactants C[S:2]([C:4]1[CH:9]=[C:8]([C:10]2[S:14][C:13](CCCCCC)=[CH:12][CH:11]=2)[C:7]([S:21](C)=O)=[CH:6][C:5]=1[C:24]1SC(CCCCCC)=[CH:26][CH:25]=1)=O.O=P12OP3(OP(OP(O3)(O1)=O)(=O)O2)=O.F[C:50](F)(F)[S:51](O)(=O)=O, predict the reaction product. The product is: [S:14]1[C:10]2[C:8]3[CH:9]=[C:4]4[S:2][C:25]5[CH:26]=[CH:50][S:51][C:24]=5[C:5]4=[CH:6][C:7]=3[S:21][C:11]=2[CH:12]=[CH:13]1.